Dataset: Experimentally validated miRNA-target interactions with 360,000+ pairs, plus equal number of negative samples. Task: Binary Classification. Given a miRNA mature sequence and a target amino acid sequence, predict their likelihood of interaction. (1) The miRNA is hsa-miR-6873-3p with sequence UUCUCUCUGUCUUUCUCUCUCAG. The protein sequence of the target gene is MKGGFTGGDEYQKHFLPRDYLATYYSFDGSPSPEAEMLKFNLECLHKTFGPGGLQGDTLIDIGSGPTIYQVLAACDSFQDITLSDFTDRNREELEKWLKKEPGAYDWTPAVKFACELEGNSGRWEEKEEKLRAAVKRVLKCDVHLGNPLAPAVLPLADCVLTLLAMECACCSLDAYRAALCNLASLLKPGGHLVTTVTLRLPSYMVGKREFSCVALEKEEVEQAVLDAGFDIEQLLHSPQSYSVTNAANNGVCFIVARKKPGP. Result: 1 (interaction). (2) The miRNA is hsa-miR-335-5p with sequence UCAAGAGCAAUAACGAAAAAUGU. The protein sequence of the target gene is MPLQLLLLLILLGPGNSLQLWDTWADEAEKALGPLLARDRRQATEYEYLDYDFLPETEPPEMLRNSTDTTPLTGPGTPESTTVEPAARRSTGLDAGGAVTELTTELANMGNLSTDSAAMEIQTTQPAATEAQTTQPVPTEAQTTPLAATEAQTTRLTATEAQTTPLAATEAQTTPPAATEAQTTQPTGLEAQTTAPAAMEAQTTAPAAMEAQTTPPAAMEAQTTQTTAMEAQTTAPEATEAQTTQPTATEAQTTPLAAMEALSTEPSATEALSMEPTTKRGLFIPFSVSSVTHKGIPMAA.... Result: 1 (interaction).